This data is from CYP3A4 substrate classification data from Carbon-Mangels et al.. The task is: Regression/Classification. Given a drug SMILES string, predict its absorption, distribution, metabolism, or excretion properties. Task type varies by dataset: regression for continuous measurements (e.g., permeability, clearance, half-life) or binary classification for categorical outcomes (e.g., BBB penetration, CYP inhibition). Dataset: cyp3a4_substrate_carbonmangels. (1) The drug is CCN(CC)CCC[C@H](C)Nc1ccnc2cc(Cl)ccc12. The result is 1 (substrate). (2) The drug is CCCOCCOC(=O)C1=C(C)NC(C)=C(C(=O)OCCOCCC)C1c1cccc([N+](=O)[O-])c1. The result is 1 (substrate). (3) The molecule is O=C1CC[C@H](N2C(=O)c3ccccc3C2=O)C(=O)N1. The result is 0 (non-substrate). (4) The compound is C[C@H](CN(C)C)CN1c2ccccc2CCc2ccccc21. The result is 1 (substrate). (5) The drug is CO[C@H]1C[C@@H]2CC[C@@H](C)[C@@](O)(O2)C(=O)C(=O)N2CCCC[C@H]2C(=O)O[C@H]([C@H](C)C[C@@H]2CC[C@@H](OCCO)[C@H](OC)C2)CC(=O)[C@H](C)C=C(C)[C@@H](O)[C@@H](OC)C(=O)[C@H](C)C[C@H](C)C=CC=CC=C1C. The result is 1 (substrate).